This data is from Full USPTO retrosynthesis dataset with 1.9M reactions from patents (1976-2016). The task is: Predict the reactants needed to synthesize the given product. Given the product [C:17]([C:11]1[CH:10]=[C:9]([C:6]2[CH:7]=[CH:8][N:4]([CH2:3][CH2:2][NH:1][C:30]([C:28]3[NH:27][N:26]=[C:25]([C:21]4[CH:20]=[N:19][CH:24]=[CH:23][CH:22]=4)[CH:29]=3)=[O:31])[N:5]=2)[CH:16]=[CH:15][C:12]=1[C:13]#[N:14])#[N:18], predict the reactants needed to synthesize it. The reactants are: [NH2:1][CH2:2][CH2:3][N:4]1[CH:8]=[CH:7][C:6]([C:9]2[CH:10]=[C:11]([C:17]#[N:18])[C:12](=[CH:15][CH:16]=2)[C:13]#[N:14])=[N:5]1.[N:19]1[CH:24]=[CH:23][CH:22]=[C:21]([C:25]2[CH:29]=[C:28]([C:30](O)=[O:31])[NH:27][N:26]=2)[CH:20]=1.